The task is: Regression. Given two drug SMILES strings and cell line genomic features, predict the synergy score measuring deviation from expected non-interaction effect.. This data is from NCI-60 drug combinations with 297,098 pairs across 59 cell lines. Drug 1: CCN(CC)CCCC(C)NC1=C2C=C(C=CC2=NC3=C1C=CC(=C3)Cl)OC. Drug 2: COC1=C2C(=CC3=C1OC=C3)C=CC(=O)O2. Cell line: K-562. Synergy scores: CSS=53.0, Synergy_ZIP=2.90, Synergy_Bliss=5.27, Synergy_Loewe=2.97, Synergy_HSA=3.05.